Dataset: Catalyst prediction with 721,799 reactions and 888 catalyst types from USPTO. Task: Predict which catalyst facilitates the given reaction. (1) Reactant: [C:1]([O:5][C:6]([N:8]1[CH2:13][CH2:12][CH:11]([C:14]([OH:16])=O)[CH2:10][CH2:9]1)=[O:7])([CH3:4])([CH3:3])[CH3:2].[CH3:17][N:18](C(ON1N=NC2C=CC=NC1=2)=[N+](C)C)[CH3:19].F[P-](F)(F)(F)(F)F.Cl.CNC. Product: [C:1]([O:5][C:6]([N:8]1[CH2:13][CH2:12][CH:11]([C:14](=[O:16])[N:18]([CH3:19])[CH3:17])[CH2:10][CH2:9]1)=[O:7])([CH3:4])([CH3:3])[CH3:2]. The catalyst class is: 34. (2) Reactant: [Br:1][C:2]1[CH:3]=[C:4]([NH:9][CH:10]2[CH2:15][CH2:14][N:13]([C@H:16]3[CH2:21][CH2:20][C@H:19]([O:22][CH2:23][CH3:24])[CH2:18][CH2:17]3)[CH2:12][CH2:11]2)[C:5]([NH2:8])=[CH:6][CH:7]=1.C(N(C(C)C)CC)(C)C.[Cl:34][C:35](Cl)([O:37]C(=O)OC(Cl)(Cl)Cl)Cl. Product: [ClH:34].[Br:1][C:2]1[CH:7]=[CH:6][C:5]2[NH:8][C:35](=[O:37])[N:9]([CH:10]3[CH2:15][CH2:14][N:13]([C@H:16]4[CH2:21][CH2:20][C@H:19]([O:22][CH2:23][CH3:24])[CH2:18][CH2:17]4)[CH2:12][CH2:11]3)[C:4]=2[CH:3]=1. The catalyst class is: 4.